Dataset: Full USPTO retrosynthesis dataset with 1.9M reactions from patents (1976-2016). Task: Predict the reactants needed to synthesize the given product. Given the product [OH:26][C:27]1[CH:32]=[CH:31][C:30]([S:33][CH2:25][CH2:24][CH2:23][CH2:22][CH2:21][CH2:20][CH2:19][CH2:18][CH2:2][CH2:3][N:4]([N:13]2[CH:17]=[N:16][N:15]=[CH:14]2)[C:5]2[CH:12]=[CH:11][C:8]([C:9]#[N:10])=[CH:7][CH:6]=2)=[CH:29][CH:28]=1, predict the reactants needed to synthesize it. The reactants are: Br[CH:2]([CH2:18][CH2:19][CH2:20][CH2:21][CH2:22][CH2:23][CH2:24][CH3:25])[CH2:3][N:4]([N:13]1[CH:17]=[N:16][N:15]=[CH:14]1)[C:5]1[CH:12]=[CH:11][C:8]([C:9]#[N:10])=[CH:7][CH:6]=1.[OH:26][C:27]1[CH:32]=[CH:31][C:30]([SH:33])=[CH:29][CH:28]=1.C(=O)([O-])[O-].[K+].[K+].C(OCC)(=O)C.